From a dataset of NCI-60 drug combinations with 297,098 pairs across 59 cell lines. Regression. Given two drug SMILES strings and cell line genomic features, predict the synergy score measuring deviation from expected non-interaction effect. (1) Drug 1: CC1=C(C=C(C=C1)NC2=NC=CC(=N2)N(C)C3=CC4=NN(C(=C4C=C3)C)C)S(=O)(=O)N.Cl. Drug 2: C1=C(C(=O)NC(=O)N1)N(CCCl)CCCl. Cell line: HOP-92. Synergy scores: CSS=27.0, Synergy_ZIP=-6.63, Synergy_Bliss=-5.59, Synergy_Loewe=-6.35, Synergy_HSA=-4.35. (2) Drug 1: C1CC(C1)(C(=O)O)C(=O)O.[NH2-].[NH2-].[Pt+2]. Drug 2: COCCOC1=C(C=C2C(=C1)C(=NC=N2)NC3=CC=CC(=C3)C#C)OCCOC.Cl. Cell line: SN12C. Synergy scores: CSS=8.06, Synergy_ZIP=-5.94, Synergy_Bliss=1.41, Synergy_Loewe=0.577, Synergy_HSA=1.03. (3) Drug 1: CC1=C(C(=CC=C1)Cl)NC(=O)C2=CN=C(S2)NC3=CC(=NC(=N3)C)N4CCN(CC4)CCO. Drug 2: C1C(C(OC1N2C=NC(=NC2=O)N)CO)O. Cell line: HCC-2998. Synergy scores: CSS=17.2, Synergy_ZIP=-4.23, Synergy_Bliss=-2.69, Synergy_Loewe=-5.43, Synergy_HSA=-2.94. (4) Drug 1: C1CC(=O)NC(=O)C1N2CC3=C(C2=O)C=CC=C3N. Drug 2: C1=NNC2=C1C(=O)NC=N2. Cell line: HS 578T. Synergy scores: CSS=5.57, Synergy_ZIP=2.12, Synergy_Bliss=7.04, Synergy_Loewe=5.57, Synergy_HSA=4.01. (5) Drug 1: CC1=C(C(=CC=C1)Cl)NC(=O)C2=CN=C(S2)NC3=CC(=NC(=N3)C)N4CCN(CC4)CCO. Drug 2: CC1C(C(CC(O1)OC2CC(CC3=C2C(=C4C(=C3O)C(=O)C5=C(C4=O)C(=CC=C5)OC)O)(C(=O)CO)O)N)O.Cl. Cell line: HT29. Synergy scores: CSS=39.1, Synergy_ZIP=2.36, Synergy_Bliss=3.04, Synergy_Loewe=5.25, Synergy_HSA=6.47. (6) Drug 1: C1CC(=O)NC(=O)C1N2CC3=C(C2=O)C=CC=C3N. Drug 2: CC1=C(C(=O)C2=C(C1=O)N3CC4C(C3(C2COC(=O)N)OC)N4)N. Cell line: CCRF-CEM. Synergy scores: CSS=57.1, Synergy_ZIP=-3.62, Synergy_Bliss=-2.55, Synergy_Loewe=-42.8, Synergy_HSA=0.987.